Dataset: Catalyst prediction with 721,799 reactions and 888 catalyst types from USPTO. Task: Predict which catalyst facilitates the given reaction. (1) Reactant: C(OC(=O)[NH:7][C:8]1[CH:13]=[CH:12][CH:11]=[CH:10][C:9]=1[C:14]1[CH:19]=[C:18]([NH:20][N:21]=[C:22]([C:24]2[CH:29]=[CH:28][C:27]([N:30]([CH3:32])[CH3:31])=[CH:26][CH:25]=2)[CH3:23])[N:17]=[C:16]([CH3:33])[N:15]=1)(C)(C)C. Product: [NH2:7][C:8]1[CH:13]=[CH:12][CH:11]=[CH:10][C:9]=1[C:14]1[N:15]=[C:16]([CH3:33])[N:17]=[C:18]([NH:20][N:21]=[C:22]([C:24]2[CH:25]=[CH:26][C:27]([N:30]([CH3:32])[CH3:31])=[CH:28][CH:29]=2)[CH3:23])[CH:19]=1. The catalyst class is: 330. (2) Reactant: [Br:1][C:2]1[CH:3]=[N:4][N:5]2[C:10](Cl)=[C:9]([CH:12]([CH2:18][CH2:19][CH3:20])[C:13]([O:15][CH2:16][CH3:17])=[O:14])[C:8]([CH3:21])=[N:7][C:6]=12.[C:22]1([CH3:30])[CH:27]=[CH:26][C:25]([Mg]Br)=[CH:24][CH:23]=1.[Cl-].[NH4+].O. Product: [Br:1][C:2]1[CH:3]=[N:4][N:5]2[C:10]([C:25]3[CH:26]=[CH:27][C:22]([CH3:30])=[CH:23][CH:24]=3)=[C:9]([CH:12]([CH2:18][CH2:19][CH3:20])[C:13]([O:15][CH2:16][CH3:17])=[O:14])[C:8]([CH3:21])=[N:7][C:6]=12. The catalyst class is: 7.